Dataset: Reaction yield outcomes from USPTO patents with 853,638 reactions. Task: Predict the reaction yield, written as a fraction of the theoretical maximum amount of product (1.0 means a 100% yield; for example, 0.34 means a 34% yield). (1) The reactants are [NH2:1][C:2]1[CH:3]=[CH:4][C:5]([C:9]2[CH:10]=[C:11]([CH:17]=[CH:18][CH:19]=2)[C:12]([O:14][CH2:15][CH3:16])=[O:13])=[N:6][C:7]=1Br.CCO[C:23]([S-:25])=[S:24].[K+].[C:27](O)(=O)C.IC. The catalyst is CN1C(=O)CCC1.C(OCC)(=O)C. The product is [CH3:27][S:25][C:23]1[S:24][C:7]2[C:2]([N:1]=1)=[CH:3][CH:4]=[C:5]([C:9]1[CH:10]=[C:11]([CH:17]=[CH:18][CH:19]=1)[C:12]([O:14][CH2:15][CH3:16])=[O:13])[N:6]=2. The yield is 0.700. (2) The reactants are [Cl:1][C:2]1[CH:3]=[C:4]([NH2:20])[CH:5]=[C:6]([Cl:19])[C:7]=1[O:8][C:9]1[S:10][C:11]2[CH:17]=[C:16]([Cl:18])[CH:15]=[CH:14][C:12]=2[N:13]=1.[Cl:21][C:22]1[CH:27]=[C:26]([Cl:28])[CH:25]=[CH:24][C:23]=1[S:29](Cl)(=[O:31])=[O:30].O.Cl. The catalyst is N1C=CC=CC=1. The product is [Cl:21][C:22]1[CH:27]=[C:26]([Cl:28])[CH:25]=[CH:24][C:23]=1[S:29]([NH:20][C:4]1[CH:3]=[C:2]([Cl:1])[C:7]([O:8][C:9]2[S:10][C:11]3[CH:17]=[C:16]([Cl:18])[CH:15]=[CH:14][C:12]=3[N:13]=2)=[C:6]([Cl:19])[CH:5]=1)(=[O:31])=[O:30]. The yield is 0.460. (3) The reactants are Br[C:2]1[CH:3]=[CH:4][C:5]2[S:9](=[O:11])(=[O:10])[N:8]([CH2:12][CH2:13][NH:14][C:15](=[O:21])[O:16][C:17]([CH3:20])([CH3:19])[CH3:18])[CH:7]([CH3:22])[C:6]=2[CH:23]=1.[F:24][C:25]1[CH:33]=[C:32]2[C:28]([C:29](B3OC(C)(C)C(C)(C)O3)=[CH:30][N:31]2[C:34]([O:36][C:37]([CH3:40])([CH3:39])[CH3:38])=[O:35])=[CH:27][CH:26]=1.[O-]P([O-])([O-])=O.[K+].[K+].[K+]. The catalyst is O1CCOCC1.C1C=CC(P(C2C=CC=CC=2)[C-]2C=CC=C2)=CC=1.C1C=CC(P(C2C=CC=CC=2)[C-]2C=CC=C2)=CC=1.Cl[Pd]Cl.[Fe+2].C(Cl)Cl. The product is [C:17]([O:16][C:15]([NH:14][CH2:13][CH2:12][N:8]1[CH:7]([CH3:22])[C:6]2[CH:23]=[C:2]([C:29]3[C:28]4[C:32](=[CH:33][C:25]([F:24])=[CH:26][CH:27]=4)[N:31]([C:34]([O:36][C:37]([CH3:40])([CH3:39])[CH3:38])=[O:35])[CH:30]=3)[CH:3]=[CH:4][C:5]=2[S:9]1(=[O:11])=[O:10])=[O:21])([CH3:20])([CH3:19])[CH3:18]. The yield is 0.870. (4) The yield is 0.0400. The product is [Br:1][C:2]1[CH:7]=[CH:6][N:5]2[N:8]=[CH:9][C:10]([C:14]#[C:13][CH2:12][OH:15])=[C:4]2[CH:3]=1. The reactants are [Br:1][C:2]1[CH:7]=[CH:6][N:5]2[N:8]=[CH:9][C:10](I)=[C:4]2[CH:3]=1.[CH2:12]([OH:15])[C:13]#[CH:14].C(N(C(C)C)CC)(C)C. The catalyst is CN(C=O)C.O.Cl[Pd](Cl)([P](C1C=CC=CC=1)(C1C=CC=CC=1)C1C=CC=CC=1)[P](C1C=CC=CC=1)(C1C=CC=CC=1)C1C=CC=CC=1.[Cu]I. (5) The reactants are [N:1]1[CH:6]=[CH:5][CH:4]=[CH:3][C:2]=1[C:7]1[CH:12]=[CH:11][CH:10]=[CH:9][N:8]=1.[CH3:13][O:14][C:15]1[CH:20]=[CH:19][CH:18]=[CH:17][C:16]=1[Li].[Cl-].[NH4+].[Mn]([O-])(=O)(=O)=O.[K+]. The catalyst is CC(C)=O.C(OCC)C. The product is [CH3:13][O:14][C:15]1[CH:20]=[CH:19][CH:18]=[CH:17][C:16]=1[C:6]1[N:1]=[C:2]([C:7]2[CH:12]=[CH:11][CH:10]=[CH:9][N:8]=2)[CH:3]=[CH:4][CH:5]=1. The yield is 0.464. (6) The reactants are C([O:3][C:4]([C:6]1[C:7]([C:11]2[CH:16]=[CH:15][C:14]([Cl:17])=[CH:13][CH:12]=2)=[N:8][O:9][CH:10]=1)=[O:5])C.[OH-].[Na+].Cl. The catalyst is C(O)C. The product is [Cl:17][C:14]1[CH:13]=[CH:12][C:11]([C:7]2[C:6]([C:4]([OH:5])=[O:3])=[CH:10][O:9][N:8]=2)=[CH:16][CH:15]=1. The yield is 0.920. (7) The reactants are [F:1][C:2]1[CH:7]=[CH:6][C:5]([S:8]([C@@:11]2([C:28]3[CH:33]=[CH:32][C:31]([C:34]([F:43])([C:39]([F:42])([F:41])[F:40])[C:35]([F:38])([F:37])[F:36])=[CH:30][CH:29]=3)[CH2:15][CH2:14][N:13]([C:16]([C:18]3([CH:26]=[O:27])[CH2:23][CH2:22][S:21](=[O:25])(=[O:24])[CH2:20][CH2:19]3)=[O:17])[CH2:12]2)(=[O:10])=[O:9])=[CH:4][CH:3]=1.Cl.[CH2:45]([NH2:47])[CH3:46].C([O-])(=O)C.[K+].C(O[BH-](OC(=O)C)OC(=O)C)(=O)C.[Na+].[OH-].[Na+]. The catalyst is ClCCCl.O. The product is [CH2:45]([NH:47][CH2:26][C:18]1([C:16]([N:13]2[CH2:14][CH2:15][C@@:11]([S:8]([C:5]3[CH:6]=[CH:7][C:2]([F:1])=[CH:3][CH:4]=3)(=[O:9])=[O:10])([C:28]3[CH:29]=[CH:30][C:31]([C:34]([F:43])([C:39]([F:41])([F:42])[F:40])[C:35]([F:37])([F:38])[F:36])=[CH:32][CH:33]=3)[CH2:12]2)=[O:17])[CH2:23][CH2:22][S:21](=[O:25])(=[O:24])[CH2:20][CH2:19]1)[CH3:46].[F:1][C:2]1[CH:7]=[CH:6][C:5]([S:8]([C@@:11]2([C:28]3[CH:33]=[CH:32][C:31]([C:34]([F:43])([C:35]([F:36])([F:37])[F:38])[C:39]([F:41])([F:40])[F:42])=[CH:30][CH:29]=3)[CH2:15][CH2:14][N:13]([C:16]([C:18]3([CH2:26][OH:27])[CH2:23][CH2:22][S:21](=[O:25])(=[O:24])[CH2:20][CH2:19]3)=[O:17])[CH2:12]2)(=[O:9])=[O:10])=[CH:4][CH:3]=1. The yield is 0.600. (8) The reactants are Br[C:2]1[N:7]=[N:6][C:5]([NH2:8])=[N:4][C:3]=1[C:9]1[CH:14]=[CH:13][CH:12]=[CH:11][CH:10]=1.C([O-])([O-])=O.[K+].[K+].Cl.[CH3:22][O:23][CH:24]1[CH2:29][CH2:28][CH2:27][NH:26][CH2:25]1. No catalyst specified. The product is [CH3:22][O:23][CH:24]1[CH2:29][CH2:28][CH2:27][N:26]([C:2]2[N:7]=[N:6][C:5]([NH2:8])=[N:4][C:3]=2[C:9]2[CH:14]=[CH:13][CH:12]=[CH:11][CH:10]=2)[CH2:25]1. The yield is 0.0400. (9) The reactants are [C:1]([O:5][C:6](=[O:29])[N:7]([CH2:18][C:19]1[CH:24]=[CH:23][C:22]([CH2:25][NH2:26])=[CH:21][C:20]=1[CH2:27][OH:28])[CH:8]1[C:17]2[N:16]=[CH:15][CH:14]=[CH:13][C:12]=2[CH2:11][CH2:10][CH2:9]1)([CH3:4])([CH3:3])[CH3:2].[CH3:30][C:31](OC(C)=O)=[O:32].CCN(CC)CC.N#N. The catalyst is C(Cl)Cl. The product is [C:1]([O:5][C:6](=[O:29])[N:7]([CH2:18][C:19]1[CH:24]=[CH:23][C:22]([CH2:25][NH:26][C:31](=[O:32])[CH3:30])=[CH:21][C:20]=1[CH2:27][OH:28])[CH:8]1[C:17]2[N:16]=[CH:15][CH:14]=[CH:13][C:12]=2[CH2:11][CH2:10][CH2:9]1)([CH3:4])([CH3:2])[CH3:3]. The yield is 0.990. (10) The yield is 0.455. The reactants are [CH3:1][C:2]1[C:10]2[C:5](=[N:6][CH:7]=[CH:8][CH:9]=2)[NH:4][N:3]=1.[CH3:11][C:12]([O:15][C:16](O[C:16]([O:15][C:12]([CH3:14])([CH3:13])[CH3:11])=[O:17])=[O:17])([CH3:14])[CH3:13].CCN(CC)CC. The product is [CH3:1][C:2]1[C:10]2[C:5](=[N:6][CH:7]=[CH:8][CH:9]=2)[N:4]([C:16]([O:15][C:12]([CH3:14])([CH3:13])[CH3:11])=[O:17])[N:3]=1. The catalyst is CCOC(C)=O.CN(C1C=CN=CC=1)C.